Task: Binary Classification. Given a miRNA mature sequence and a target amino acid sequence, predict their likelihood of interaction.. Dataset: Experimentally validated miRNA-target interactions with 360,000+ pairs, plus equal number of negative samples (1) The miRNA is mmu-miR-466g with sequence AUACAGACACAUGCACACACA. The protein sequence of the target gene is MQKGIRLNDGHVASLGLLARKDGTRKGYLSKRSSDNTKWQTKWFALLQNLLFYFESDSSSRPSGLYLLEGCVCDRAPSPKPALSAKEPLEKQHYFTVNFSHENQKALELRTEDAKDCDEWVAAIAHASYRTLATEHEALMQKYLHLLQIVETEKTVAKQLRQQIEDGEIEIERLKAEITSLLKDNERIQSTQTVAPNDEDSDIKKIKKVQSFLRGWLCRRKWKTIIQDYIRSPHADSMRKRNQVVFSMLEAEAEYVQQLHILVNNFLRPLRMAASSKKPPITHDDVSSIFLNSETIMFLH.... Result: 0 (no interaction). (2) The miRNA is hsa-let-7e-5p with sequence UGAGGUAGGAGGUUGUAUAGUU. The protein sequence of the target gene is MRLKNLTFIIILIISGELYAEEKPCGFPHVENGRIAQYYYTFKSFYFPMSIDKKLSFFCLAGYTTESGRQEEQTTCTTEGWSPEPRCFKKCTKPDLSNGYISDVKLLYKIQENMRYGCASGYKTTGGKDEEVVQCLSDGWSSQPTCRKEHETCLAPELYNGNYSTTQKTFKVKDKVQYECATGYYTAGGKKTEEVECLTYGWSLTPKCTKLKCSSLRLIENGYFHPVKQTYEEGDVVQFFCHENYYLSGSDLIQCYNFGWYPESPVCEGRRNRCPPPPLPINSKIQTHSTTYRHGEIVHI.... Result: 0 (no interaction). (3) The miRNA is hsa-miR-4527 with sequence UGGUCUGCAAAGAGAUGACUGU. The protein sequence of the target gene is MMPTPVILLKEGTDSSQGIPQLVSNISACQVIAEAVRTTLGPRGMDKLIVDGRGKATISNDGATILKLLDVVHPAAKTLVDIAKSQDAEVGDGTTSVTLLAAEFLKQVKPYVEEGLHPQIIIRAFRTATQLAVNKIKEIAVTVKKQDKVEQRKMLEKCAMTALSSKLISQQKVFFAKMVVDAVMMLDELLQLKMIGIKKVQGGALEESQLVAGVAFKKTFSYAGFEMQPKKYKNPKIALLNVELELKAEKDNAEIRVHTVEDYQAIVDAEWNILYDKLEKIHQSGAKVILSKLPIGDVAT.... Result: 0 (no interaction). (4) The miRNA is hsa-miR-550a-3p with sequence UGUCUUACUCCCUCAGGCACAU. The protein sequence of the target gene is MGSSQSVEIPGGGTEGYHVLRVQENSPGHRAGLEPFFDFIVSINGSRLNKDNDTLKDLLKANVEKPVKMLIYSSKTLELRETSVTPSNLWGGQGLLGVSIRFCSFDGANENVWHVLEVESNSPAALAGLRPHSDYIIGADTVMNESEDLFSLIETHEAKPLKLYVYNTDTDNCREVIITPNSAWGGEGSLGCGIGYGYLHRIPTRPFEEGKKISLPGQMAGTPITPLKDGFTEVQLSSVNPPSLSPPGTTGIEQSLTGLSISSTPPAVSSVLSTGVPTVPLLPPQVNQSLTSVPPMNPAT.... Result: 0 (no interaction). (5) The miRNA is hsa-miR-5580-5p with sequence UGCUGGCUCAUUUCAUAUGUGU. Result: 0 (no interaction). The protein sequence of the target gene is MNFEFEREIGFINSQPSLAECLTSFPAVLETFQTSSIKESTLIPPPPPFEQTFPSLQPGASTLQRPRSQKRAEDGPALPPPPPPPLPAAPPAPEFPWMKEKKSAKKPSQSATSPSPAASAVPASGVGSPADGLGLPEAGGGGARRLRTAYTNTQLLELEKEFHFNKYLCRPRRVEIAALLDLTERQVKVWFQNRRMKHKRQTQHREPPDGEPACPGALEDICDPAEEPAASPGGPSASRAAWEACCHPPEVVPGALSADPRPLAVRLEGAGASSPGCALRGAGGLEPGPLPEDVFSGRQD.... (6) Result: 1 (interaction). The protein sequence of the target gene is MGNDSVSYEYGDYSDLSDRPVDCLDGACLAIDPLRVAPLPLYAAIFLVGVPGNAMVAWVAGKVARRRVGATWLLHLAVADLLCCLSLPILAVPIARGGHWPYGAVGCRALPSIILLTMYASVLLLAALSADLCFLALGPAWWSTVQRACGVQVACGAAWTLALLLTVPSAIYRRLHQEHFPARLQCVVDYGGSSSTENAVTAIRFLFGFLGPLVAVASCHSALLCWAARRCRPLGTAIVVGFFVCWAPYHLLGLVLTVAAPNSALLARALRAEPLIVGLALAHSCLNPMLFLYFGRAQLR.... The miRNA is hsa-miR-4649-5p with sequence UGGGCGAGGGGUGGGCUCUCAGAG. (7) The miRNA is hsa-miR-4761-3p with sequence GAGGGCAUGCGCACUUUGUCC. The protein sequence of the target gene is MLACLQRTQNAPGQHLACPSKSLELRKCEAVASAMHSSRYPSPAELDAYAEKVANSPLSIKIFPTNIRVPQHKHLSRTVNGYDTSGQRYSPYPQHTAGYQGLLAIVKAAVSSSSTAAPAGPAKSVLKSAEGKRTKLSPAAVQVGIAPYPVPSTLGPLAYPKPPEAPAPPPGLPAAATAASVIPLPGRGLPLPPSNLPSIHSLLYQLNQQCQAPGAAPPACQGMAIPHPSPAKHGPVPSFPSMAYSAAAGLPDCRKGTELGQGATQALTLAGAAKPAGYADSGLDYLLWPQKPPPPPPQPL.... Result: 0 (no interaction).